This data is from Reaction yield outcomes from USPTO patents with 853,638 reactions. The task is: Predict the reaction yield, written as a fraction of the theoretical maximum amount of product (1.0 means a 100% yield; for example, 0.34 means a 34% yield). (1) The reactants are Br[C:2]1[CH:3]=[C:4]2[C:8](=[CH:9][CH:10]=1)[NH:7][C:6](=[O:11])[C:5]2([CH3:13])[CH3:12].[Cl:14][C:15]1[CH:16]=[C:17](B(O)O)[CH:18]=[CH:19][CH:20]=1.C(=O)([O-])[O-].[K+].[K+]. The catalyst is C(COC)OC.O.[Cl-].[NH4+].C1C=CC([P]([Pd]([P](C2C=CC=CC=2)(C2C=CC=CC=2)C2C=CC=CC=2)([P](C2C=CC=CC=2)(C2C=CC=CC=2)C2C=CC=CC=2)[P](C2C=CC=CC=2)(C2C=CC=CC=2)C2C=CC=CC=2)(C2C=CC=CC=2)C2C=CC=CC=2)=CC=1. The product is [Cl:14][C:15]1[CH:20]=[C:19]([C:2]2[CH:3]=[C:4]3[C:8](=[CH:9][CH:10]=2)[NH:7][C:6](=[O:11])[C:5]3([CH3:13])[CH3:12])[CH:18]=[CH:17][CH:16]=1. The yield is 0.250. (2) The reactants are C(OC([N:8]1[CH2:14][CH2:13][CH2:12][N:11]([C:15](=[O:33])[C:16]2[CH:21]=[CH:20][C:19](/[CH:22]=[CH:23]/[C:24]3[C:32]4[C:27](=[CH:28][CH:29]=[CH:30][CH:31]=4)[NH:26][N:25]=3)=[CH:18][CH:17]=2)[CH2:10][CH2:9]1)=O)(C)(C)C.[ClH:34].CO. The catalyst is CO. The product is [ClH:34].[ClH:34].[NH:26]1[C:27]2[C:32](=[CH:31][CH:30]=[CH:29][CH:28]=2)[C:24](/[CH:23]=[CH:22]/[C:19]2[CH:18]=[CH:17][C:16]([C:15]([N:11]3[CH2:12][CH2:13][CH2:14][NH:8][CH2:9][CH2:10]3)=[O:33])=[CH:21][CH:20]=2)=[N:25]1. The yield is 0.470. (3) The reactants are [N+:1]([C:4]1[CH:9]=[CH:8][C:7]([CH2:10][CH2:11][CH2:12][C:13]2[CH:18]=[CH:17][C:16]([NH:19][C:20]3[CH:28]=[CH:27][CH:26]=[CH:25][C:21]=3[C:22]([OH:24])=[O:23])=[CH:15][CH:14]=2)=[CH:6][CH:5]=1)([O-])=O.[H][H].O. The catalyst is CN(C=O)C.CC#N.[Pd]. The product is [NH2:1][C:4]1[CH:5]=[CH:6][C:7]([CH2:10][CH2:11][CH2:12][C:13]2[CH:18]=[CH:17][C:16]([NH:19][C:20]3[CH:28]=[CH:27][CH:26]=[CH:25][C:21]=3[C:22]([OH:24])=[O:23])=[CH:15][CH:14]=2)=[CH:8][CH:9]=1. The yield is 0.850. (4) The reactants are [C:1]([O:5][C@@H:6]([C:12]1[C:13]([CH3:36])=[N:14][C:15]2[N:16]([N:19]=[C:20]([C:22](=[O:35])[NH:23][CH2:24][C:25](=[O:34])[CH2:26][C:27]3[CH:32]=[CH:31][C:30]([F:33])=[CH:29][CH:28]=3)[CH:21]=2)[C:17]=1I)[C:7]([O:9][CH2:10][CH3:11])=[O:8])([CH3:4])([CH3:3])[CH3:2].[CH3:37][O:38][C:39]1([CH3:45])[CH2:44][CH2:43][NH:42][CH2:41][CH2:40]1.Cl.CCN(C(C)C)C(C)C. The catalyst is CN1C(=O)CCC1.O. The product is [C:1]([O:5][C@@H:6]([C:12]1[C:13]([CH3:36])=[N:14][C:15]2[N:16]([N:19]=[C:20]([C:22](=[O:35])[NH:23][CH2:24][C:25](=[O:34])[CH2:26][C:27]3[CH:32]=[CH:31][C:30]([F:33])=[CH:29][CH:28]=3)[CH:21]=2)[C:17]=1[N:42]1[CH2:43][CH2:44][C:39]([O:38][CH3:37])([CH3:45])[CH2:40][CH2:41]1)[C:7]([O:9][CH2:10][CH3:11])=[O:8])([CH3:4])([CH3:3])[CH3:2]. The yield is 0.619. (5) The reactants are [ClH:1].O1CCOCC1.[OH:8][C@H:9]1[C:13]2[N:14]=[CH:15][N:16]=[C:17]([N:18]3[CH2:23][CH2:22][N:21](C(OC(C)(C)C)=O)[CH2:20][CH2:19]3)[C:12]=2[C@H:11]([CH3:31])[CH2:10]1. The catalyst is O1CCOCC1. The product is [ClH:1].[ClH:1].[CH3:31][C@H:11]1[C:12]2[C:17]([N:18]3[CH2:19][CH2:20][NH:21][CH2:22][CH2:23]3)=[N:16][CH:15]=[N:14][C:13]=2[C@H:9]([OH:8])[CH2:10]1. The yield is 0.798. (6) The reactants are [Cl:1][C:2]1[C:7]([N:8]2[CH2:13][CH2:12][CH:11]([C:14]3[C:19]([F:20])=[CH:18][CH:17]=[C:16]([F:21])[C:15]=3[O:22][CH:23]([F:25])[F:24])[CH2:10][CH2:9]2)=[CH:6][N:5]=[N:4][C:3]=1[NH:26][NH:27][C:28](=O)[CH2:29][C:30]([F:33])([F:32])[F:31].CC[N+](S(N=C(OC)[O-])(=O)=O)(CC)CC. The catalyst is C1COCC1. The product is [Cl:1][C:2]1[C:3]2[N:4]([C:28]([CH2:29][C:30]([F:32])([F:31])[F:33])=[N:27][N:26]=2)[N:5]=[CH:6][C:7]=1[N:8]1[CH2:9][CH2:10][CH:11]([C:14]2[C:19]([F:20])=[CH:18][CH:17]=[C:16]([F:21])[C:15]=2[O:22][CH:23]([F:25])[F:24])[CH2:12][CH2:13]1. The yield is 0.398. (7) The reactants are [Cl:1][C:2]1[CH:3]=[C:4]2[C:9](=[CH:10][C:11]=1[Cl:12])[CH:8]=[N:7][C:6]([N:13]=[C:14]=S)=[CH:5]2.C(=O)([O-])[O-].[Cs+].[Cs+].Cl.Cl.[NH2:24][CH2:25][C@@:26]1([OH:34])[CH:31]2[CH2:32][CH2:33][N:28]([CH2:29][CH2:30]2)[CH2:27]1.C(N=C=NC(C)C)(C)C. The catalyst is CN(C=O)C. The product is [Cl:1][C:2]1[CH:3]=[C:4]2[C:9](=[CH:10][C:11]=1[Cl:12])[CH:8]=[N:7][C:6]([NH:13][C:14]1[O:34][C@:26]3([CH2:25][N:24]=1)[CH:31]1[CH2:32][CH2:33][N:28]([CH2:29][CH2:30]1)[CH2:27]3)=[CH:5]2. The yield is 0.612. (8) The reactants are [F:1][C:2]1[CH:3]=[C:4]([F:29])[C:5]2[O:10][CH2:9][C:8](=[O:11])[N:7]([CH2:12][CH2:13][N:14]3[CH2:19][CH2:18][CH:17]([NH:20]C(=O)OC(C)(C)C)[CH2:16][CH2:15]3)[C:6]=2[CH:28]=1.NC1CCN(CCN2C3C(=CC=C(C#N)C=3)C=CC2=O)CC1. No catalyst specified. The product is [NH2:20][CH:17]1[CH2:16][CH2:15][N:14]([CH2:13][CH2:12][N:7]2[C:6]3[CH:28]=[C:2]([F:1])[CH:3]=[C:4]([F:29])[C:5]=3[O:10][CH2:9][C:8]2=[O:11])[CH2:19][CH2:18]1. The yield is 1.00. (9) The reactants are [Cl:1][C:2]1[CH:7]=[CH:6][CH:5]=[CH:4][CH:3]=1.[Cl:8][C:9]1[CH:10]=[C:11]([CH2:15][C:16]([OH:18])=O)[CH:12]=[CH:13][CH:14]=1.CN(C)C=O.S(Cl)(Cl)=O.[Cl-].[Al+3].[Cl-].[Cl-]. The catalyst is C(O)C.O. The product is [Cl:8][C:9]1[CH:10]=[C:11]([CH2:15][C:16]([C:5]2[CH:6]=[CH:7][C:2]([Cl:1])=[CH:3][CH:4]=2)=[O:18])[CH:12]=[CH:13][CH:14]=1. The yield is 0.836. (10) The reactants are [NH2:1][C:2]1[CH:10]=[C:9]2[C:5]([CH2:6][O:7][C:8]2=[C:11]2[C:19]3[C:14](=[CH:15][CH:16]=[CH:17][CH:18]=3)[NH:13][C:12]2=[O:20])=[CH:4][CH:3]=1.C(N(CC)CC)C.[C:28](O[C:28]([O:30][C:31]([CH3:34])([CH3:33])[CH3:32])=[O:29])([O:30][C:31]([CH3:34])([CH3:33])[CH3:32])=[O:29].C1COCC1. The catalyst is CO. The product is [C:31]([O:30][C:28](=[O:29])[NH:1][C:2]1[CH:10]=[C:9]2[C:5](=[CH:4][CH:3]=1)[CH2:6][O:7][C:8]2=[C:11]1[C:19]2[C:14](=[CH:15][CH:16]=[CH:17][CH:18]=2)[NH:13][C:12]1=[O:20])([CH3:34])([CH3:33])[CH3:32]. The yield is 0.360.